This data is from Catalyst prediction with 721,799 reactions and 888 catalyst types from USPTO. The task is: Predict which catalyst facilitates the given reaction. (1) Reactant: Cl[C:2]1[C:11]2[C:6](=[CH:7][C:8]([CH3:12])=[CH:9][CH:10]=2)[N:5]=[C:4]([C:13]2[CH:18]=[CH:17][CH:16]=[CH:15][C:14]=2[OH:19])[N:3]=1.C(N(CC)CC)C.[NH:27]1[CH2:32][CH2:31][CH2:30][CH:29]([C:33]([OH:35])=[O:34])[CH2:28]1.C(O)(C(F)(F)F)=O. Product: [OH:19][C:14]1[CH:15]=[CH:16][CH:17]=[CH:18][C:13]=1[C:4]1[N:3]=[C:2]([N:27]2[CH2:32][CH2:31][CH2:30][CH:29]([C:33]([OH:35])=[O:34])[CH2:28]2)[C:11]2[C:6](=[CH:7][C:8]([CH3:12])=[CH:9][CH:10]=2)[N:5]=1. The catalyst class is: 2. (2) Reactant: [F:1][C:2]1[CH:3]=[C:4]([N:8]2[C:12]3=[N:13][CH:14]=[CH:15][CH:16]=[C:11]3[CH:10]=[C:9]2[C:17](N(OC)C)=[O:18])[CH:5]=[CH:6][CH:7]=1.[CH3:23][Mg]Br.CCOCC. Product: [F:1][C:2]1[CH:3]=[C:4]([N:8]2[C:12]3=[N:13][CH:14]=[CH:15][CH:16]=[C:11]3[CH:10]=[C:9]2[C:17](=[O:18])[CH3:23])[CH:5]=[CH:6][CH:7]=1. The catalyst class is: 7. (3) Reactant: [C:1]([C@:3]12[CH2:20][CH2:19][C@@:17]3([CH3:18])[C@@H:13]([CH2:14][C@@H:15](CC([O-])=O)[CH2:16]3)[C@@H:12]1[CH2:11][CH2:10][C:9]1[CH:8]=[C:7]([OH:25])[CH:6]=[CH:5][C:4]2=1)#[N:2].C(=O)([O-])[O-:27].[K+].[K+]. Product: [C:1]([C@:3]12[CH2:20][CH2:19][C@@:17]3([CH3:18])[C@@H:13]([CH2:14][C@@H:15]([OH:27])[CH2:16]3)[C@@H:12]1[CH2:11][CH2:10][C:9]1[CH:8]=[C:7]([OH:25])[CH:6]=[CH:5][C:4]2=1)#[N:2]. The catalyst class is: 5. (4) Product: [Br:14][C:5]1[N:4]=[C:3]([N+:8]([O-:10])=[O:9])[C:2]([OH:1])=[CH:7][CH:6]=1. Reactant: [OH:1][C:2]1[C:3]([N+:8]([O-:10])=[O:9])=[N:4][CH:5]=[CH:6][CH:7]=1.C[O-].[Na+].[Br:14]Br. The catalyst class is: 5. (5) Reactant: [CH:1]1([C:4](=[O:10])[CH2:5][C:6]([O:8][CH3:9])=[O:7])[CH2:3][CH2:2]1.[CH:11](OCC)(OCC)OCC.[Br:21][C:22]1[CH:28]=[CH:27][C:25]([NH2:26])=[CH:24][CH:23]=1. Product: [Br:21][C:22]1[CH:28]=[CH:27][C:25]([NH:26][CH:11]=[C:5]([C:4]([CH:1]2[CH2:3][CH2:2]2)=[O:10])[C:6]([O:8][CH3:9])=[O:7])=[CH:24][CH:23]=1. The catalyst class is: 2. (6) Reactant: [O:1]1[CH2:6][CH2:5][CH2:4][O:3][CH:2]1[C:7]1[C:16]([CH3:17])=[CH:15][C:10]([C:11](OC)=[O:12])=[C:9]([CH3:18])[C:8]=1[CH3:19].[H-].[Al+3].[Li+].[H-].[H-].[H-].O.[OH-].[Na+]. Product: [O:1]1[CH2:6][CH2:5][CH2:4][O:3][CH:2]1[C:7]1[C:16]([CH3:17])=[CH:15][C:10]([CH2:11][OH:12])=[C:9]([CH3:18])[C:8]=1[CH3:19]. The catalyst class is: 7.